Dataset: Ames mutagenicity test results for genotoxicity prediction. Task: Regression/Classification. Given a drug SMILES string, predict its toxicity properties. Task type varies by dataset: regression for continuous values (e.g., LD50, hERG inhibition percentage) or binary classification for toxic/non-toxic outcomes (e.g., AMES mutagenicity, cardiotoxicity, hepatotoxicity). Dataset: ames. (1) The drug is O=C1OCC(C(Cl)Cl)=C1Cl. The result is 1 (mutagenic). (2) The result is 1 (mutagenic). The compound is O=NN1CCOC(O)C1. (3) The molecule is Cc1cc(Cc2ccc(N)c(C)c2)ccc1N. The result is 1 (mutagenic). (4) The drug is CCCCN(CCO)CCCC. The result is 0 (non-mutagenic). (5) The molecule is COP(=S)(OC)SCC(=O)NCC=O. The result is 0 (non-mutagenic). (6) The molecule is COc1cc2c(c3oc4cccc(O)c4c(=O)c13)C1CCOC1O2. The result is 0 (non-mutagenic). (7) The molecule is Cc1ccc2c(c1)cc1ccc3cccc4ccc2c1c34. The result is 1 (mutagenic). (8) The molecule is O=NN1C(C(=O)O)CSC1C(O)C(O)C(O)C(O)CO. The result is 0 (non-mutagenic). (9) The drug is O=S(=O)(O)c1cc(N=Nc2c(O)ccc3ccccc23)ccc1-c1ccc(N=Nc2c(O)ccc3ccccc23)cc1S(=O)(=O)O. The result is 0 (non-mutagenic).